Predict the product of the given reaction. From a dataset of Forward reaction prediction with 1.9M reactions from USPTO patents (1976-2016). (1) Given the reactants [CH3:1][Si:2]([C:5]#[CH:6])([CH3:4])[CH3:3].[CH3:7][O:8][C:9](=[O:18])[C:10]1[CH:15]=[C:14](I)[C:13]([NH2:17])=[N:12][CH:11]=1.C(N(C(C)C)CC)(C)C, predict the reaction product. The product is: [CH3:7][O:8][C:9](=[O:18])[C:10]1[CH:15]=[C:14]([C:6]#[C:5][Si:2]([CH3:4])([CH3:3])[CH3:1])[C:13]([NH2:17])=[N:12][CH:11]=1. (2) Given the reactants [NH2:1][N:2]1[CH:6]=[C:5]([F:7])[CH:4]=[C:3]1[C:8]([NH:10][C:11]1[CH:16]=[CH:15][CH:14]=[CH:13][CH:12]=1)=[O:9].[C:17]([O:21][C:22]([NH:24][C@@H:25]([CH3:29])[C:26](O)=[O:27])=[O:23])([CH3:20])([CH3:19])[CH3:18], predict the reaction product. The product is: [F:7][C:5]1[CH:4]=[C:3]([C:8](=[O:9])[NH:10][C:11]2[CH:12]=[CH:13][CH:14]=[CH:15][CH:16]=2)[N:2]([NH:1][C:26](=[O:27])[C@@H:25]([NH:24][C:22](=[O:23])[O:21][C:17]([CH3:19])([CH3:18])[CH3:20])[CH3:29])[CH:6]=1. (3) Given the reactants Br[C:2]1[CH:3]=[C:4]([O:10]C)[C:5]([O:8]C)=[N:6][CH:7]=1.[C:12]([C:14]1[CH:19]=[CH:18][C:17](B(O)O)=[CH:16][CH:15]=1)#[N:13].C([O-])([O-])=O.[K+].[K+], predict the reaction product. The product is: [C:12]([C:14]1[CH:19]=[CH:18][C:17]([N:6]2[CH:7]=[CH:2][CH:3]=[C:4]([OH:10])[C:5]2=[O:8])=[CH:16][CH:15]=1)#[N:13]. (4) Given the reactants CN1C=CN=C1.[CH:7]1([CH2:12][C@H:13]([CH2:34][N:35]([CH:44]=[O:45])[O:36][CH2:37][C:38]2[CH:43]=[CH:42][CH:41]=[CH:40][CH:39]=2)[C:14]([N:16]2[C@H:20]([C:21](O)=[O:22])[CH2:19][CH2:18][N:17]2[C:24]([O:26][CH2:27][C:28]2[CH:33]=[CH:32][CH:31]=[CH:30][CH:29]=2)=[O:25])=[O:15])[CH2:11][CH2:10][CH2:9][CH2:8]1.S(Cl)(C)(=O)=O.[CH3:51][C@H:52]1[CH2:57][N:56]([CH3:58])[CH2:55][CH2:54][N:53]1[C:59]1[N:64]=[C:63]([NH2:65])[CH:62]=[CH:61][N:60]=1, predict the reaction product. The product is: [CH:7]1([CH2:12][C@H:13]([CH2:34][N:35]([CH:44]=[O:45])[O:36][CH2:37][C:38]2[CH:43]=[CH:42][CH:41]=[CH:40][CH:39]=2)[C:14]([N:16]2[C@H:20]([C:21]([NH:65][C:63]3[CH:62]=[CH:61][N:60]=[C:59]([N:53]4[CH2:54][CH2:55][N:56]([CH3:58])[CH2:57][C@@H:52]4[CH3:51])[N:64]=3)=[O:22])[CH2:19][CH2:18][N:17]2[C:24]([O:26][CH2:27][C:28]2[CH:29]=[CH:30][CH:31]=[CH:32][CH:33]=2)=[O:25])=[O:15])[CH2:8][CH2:9][CH2:10][CH2:11]1. (5) Given the reactants C[O:2][C:3](=[O:35])[CH2:4][CH2:5][C:6]1[C:14]2[C:9](=[CH:10][CH:11]=[C:12]([Cl:15])[CH:13]=2)[N:8]([S:16]([C:19]2[CH:20]=[N:21][CH:22]=[C:23]([C:25]3[CH:30]=[CH:29][C:28]([C:31]([F:34])([F:33])[F:32])=[CH:27][CH:26]=3)[CH:24]=2)(=[O:18])=[O:17])[CH:7]=1.[Li+].[OH-].C(OCC)(=O)C.CCCCCC.Cl, predict the reaction product. The product is: [Cl:15][C:12]1[CH:13]=[C:14]2[C:9](=[CH:10][CH:11]=1)[N:8]([S:16]([C:19]1[CH:20]=[N:21][CH:22]=[C:23]([C:25]3[CH:26]=[CH:27][C:28]([C:31]([F:33])([F:34])[F:32])=[CH:29][CH:30]=3)[CH:24]=1)(=[O:17])=[O:18])[CH:7]=[C:6]2[CH2:5][CH2:4][C:3]([OH:35])=[O:2]. (6) Given the reactants CS[C:3](=[NH:5])[NH2:4].[CH2:6]([O:8][C:9](Cl)=[O:10])[CH3:7].[OH-].[Na+].O.O.O.C([O-])(=O)C.[Na+].[N:22]1[CH:27]=[CH:26][CH:25]=[C:24]([C:28]2[CH:34]=[CH:33][C:31](N)=[C:30]([N+:35]([O-])=O)[CH:29]=2)[CH:23]=1.C1(C)C=CC(S(O)(=O)=O)=CC=1, predict the reaction product. The product is: [CH2:6]([O:8][C:9](=[O:10])[NH:4][C:3]1[NH:5][C:31]2[CH:33]=[CH:34][C:28]([C:24]3[CH:23]=[N:22][CH:27]=[CH:26][CH:25]=3)=[CH:29][C:30]=2[N:35]=1)[CH3:7].